Dataset: Reaction yield outcomes from USPTO patents with 853,638 reactions. Task: Predict the reaction yield, written as a fraction of the theoretical maximum amount of product (1.0 means a 100% yield; for example, 0.34 means a 34% yield). (1) The reactants are [CH2:1]([S:3]/[C:4](/[NH:15][C:16](=[O:20])OCC)=[N:5]/[C:6]1[CH:11]=[CH:10][C:9]([CH:12]([CH3:14])[CH3:13])=[CH:8][CH:7]=1)[CH3:2].C1(OC2C=CC=CC=2)C=CC=CC=1. No catalyst specified. The product is [CH2:1]([S:3][C:4]1[NH:15][C:16](=[O:20])[C:11]2[C:6](=[CH:7][CH:8]=[C:9]([CH:12]([CH3:14])[CH3:13])[CH:10]=2)[N:5]=1)[CH3:2]. The yield is 0.700. (2) The reactants are [C:1]([C:3]1[CH:8]=[CH:7][C:6](B(O)O)=[CH:5][CH:4]=1)#[N:2].[C:12]([O:16][C:17](=[O:26])[NH:18][C:19]1[CH:24]=[CH:23][CH:22]=[C:21](Br)[N:20]=1)([CH3:15])([CH3:14])[CH3:13].C([O-])([O-])=O.[K+].[K+]. The catalyst is CN(C=O)C.O.C1C=CC([P]([Pd]([P](C2C=CC=CC=2)(C2C=CC=CC=2)C2C=CC=CC=2)([P](C2C=CC=CC=2)(C2C=CC=CC=2)C2C=CC=CC=2)[P](C2C=CC=CC=2)(C2C=CC=CC=2)C2C=CC=CC=2)(C2C=CC=CC=2)C2C=CC=CC=2)=CC=1. The product is [C:12]([O:16][C:17](=[O:26])[NH:18][C:19]1[CH:24]=[CH:23][CH:22]=[C:21]([C:6]2[CH:7]=[CH:8][C:3]([C:1]#[N:2])=[CH:4][CH:5]=2)[N:20]=1)([CH3:15])([CH3:14])[CH3:13]. The yield is 0.600. (3) The reactants are [CH2:1]([C:3]1[N:8]=[C:7]([CH2:9][CH2:10][CH3:11])[NH:6][C:5](=[O:12])[CH:4]=1)[CH3:2].Br[CH2:14][C:15]1[CH:20]=[CH:19][C:18]([C:21]2[C:22]([C:27]#[N:28])=[CH:23][CH:24]=[CH:25][CH:26]=2)=[CH:17][CH:16]=1.C(=O)([O-])[O-].[K+].[K+]. The catalyst is C(#N)C. The product is [CH2:1]([C:3]1[N:8]=[C:7]([CH2:9][CH2:10][CH3:11])[N:6]([CH2:14][C:15]2[CH:16]=[CH:17][C:18]([C:21]3[C:22]([C:27]#[N:28])=[CH:23][CH:24]=[CH:25][CH:26]=3)=[CH:19][CH:20]=2)[C:5](=[O:12])[CH:4]=1)[CH3:2]. The yield is 0.460. (4) The reactants are CS([C:5]1[N:6]=[CH:7][C:8]2[C:17]3[CH:16]=[CH:15][C:14]([C:18]([O:20][CH3:21])=[O:19])=[CH:13][C:12]=3[N:11]=[C:10]([C:22]3[CH:27]=[CH:26][CH:25]=[CH:24][CH:23]=3)[C:9]=2[N:28]=1)(=O)=O.[CH:29]1([NH2:32])[CH2:31][CH2:30]1.O. The catalyst is CN1C(=O)CCC1. The product is [CH:29]1([NH:32][C:5]2[N:6]=[CH:7][C:8]3[C:17]4[CH:16]=[CH:15][C:14]([C:18]([O:20][CH3:21])=[O:19])=[CH:13][C:12]=4[N:11]=[C:10]([C:22]4[CH:23]=[CH:24][CH:25]=[CH:26][CH:27]=4)[C:9]=3[N:28]=2)[CH2:31][CH2:30]1. The yield is 0.780. (5) The reactants are [CH2:1]([N:3]1[CH:11]=[C:10]2[C:5]([CH:6]=[C:7]([C:13]([O:15][CH2:16][CH3:17])=[O:14])[CH:8]=[C:9]2[OH:12])=[N:4]1)[CH3:2].FC1C=CC([CH2:25][S:26]([CH2:29][C:30]2[CH:35]=CC(F)=CC=2)(=[O:28])=[O:27])=CC=1.C(=O)([O-])[O-].[Cs+].[Cs+].[C:43](=O)([O-])[O-].[K+].[K+].C(O[CH2:53][CH3:54])(=O)C. The catalyst is CN(C)C=O. The product is [CH2:1]([N:3]1[CH:11]=[C:10]2[C:5]([CH:6]=[C:7]([C:13]([O:15][CH2:16][CH3:17])=[O:14])[CH:8]=[C:9]2[O:12][C:54]2[CH:53]=[CH:43][C:29]([S:26]([CH3:25])(=[O:27])=[O:28])=[CH:30][CH:35]=2)=[N:4]1)[CH3:2]. The yield is 0.180.